This data is from Full USPTO retrosynthesis dataset with 1.9M reactions from patents (1976-2016). The task is: Predict the reactants needed to synthesize the given product. (1) Given the product [Br:1][C:2]1[CH:3]=[C:4]([CH2:7][C:8]2[C:16]3[C:11](=[CH:12][CH:13]=[CH:14][CH:15]=3)[C:10](=[O:9])[NH:20][N:19]=2)[S:5][CH:6]=1, predict the reactants needed to synthesize it. The reactants are: [Br:1][C:2]1[CH:3]=[C:4]([CH:7]=[C:8]2[C:16]3[C:11](=[CH:12][CH:13]=[CH:14][CH:15]=3)[C:10](=O)[O:9]2)[S:5][CH:6]=1.O.[NH2:19][NH2:20]. (2) Given the product [C:20]([O:19][C:17](=[O:18])[NH:15][N:16]1[CH:26]=[C:27]([C:29]2[CH:30]=[N:31][CH:32]=[CH:33][CH:34]=2)[N:7]=[C:2]1[CH3:3])([CH3:23])([CH3:22])[CH3:21], predict the reactants needed to synthesize it. The reactants are: Cl.[C:2](=[NH:7])(OCC)[CH3:3].C(N(CC)CC)C.[NH:15]([C:17]([O:19][C:20]([CH3:23])([CH3:22])[CH3:21])=[O:18])[NH2:16].Br.Br[CH2:26][C:27]([C:29]1[CH:30]=[N:31][CH:32]=[CH:33][CH:34]=1)=O.